From a dataset of Catalyst prediction with 721,799 reactions and 888 catalyst types from USPTO. Predict which catalyst facilitates the given reaction. Reactant: [CH3:1][Si:2]([C:5]#[C:6][C:7]1[CH:8]=[N:9][C:10]2[C:15]([C:16]=1[CH2:17][OH:18])=[CH:14][CH:13]=[CH:12][CH:11]=2)([CH3:4])[CH3:3].[CH3:19][S:20](Cl)(=[O:22])=[O:21]. Product: [CH3:19][S:20]([O:18][CH2:17][C:16]1[C:15]2[C:10](=[CH:11][CH:12]=[CH:13][CH:14]=2)[N:9]=[CH:8][C:7]=1[C:6]#[C:5][Si:2]([CH3:3])([CH3:4])[CH3:1])(=[O:22])=[O:21]. The catalyst class is: 2.